From a dataset of Peptide-MHC class I binding affinity with 185,985 pairs from IEDB/IMGT. Regression. Given a peptide amino acid sequence and an MHC pseudo amino acid sequence, predict their binding affinity value. This is MHC class I binding data. The peptide sequence is AYIDNYNKV. The MHC is HLA-A26:01 with pseudo-sequence HLA-A26:01. The binding affinity (normalized) is 0.